This data is from Catalyst prediction with 721,799 reactions and 888 catalyst types from USPTO. The task is: Predict which catalyst facilitates the given reaction. Reactant: [C:1]([C:3]1[CH:8]=[CH:7][C:6]([N:9]([CH2:14][C:15]([CH3:18])([CH3:17])[CH3:16])[CH2:10][C:11]([OH:13])=O)=[CH:5][C:4]=1[C:19]([F:22])([F:21])[F:20])#[N:2].C(Cl)(=O)C(Cl)=O.[NH4+:29].[OH-]. Product: [C:1]([C:3]1[CH:8]=[CH:7][C:6]([N:9]([CH2:14][C:15]([CH3:16])([CH3:18])[CH3:17])[CH2:10][C:11]([NH2:29])=[O:13])=[CH:5][C:4]=1[C:19]([F:22])([F:20])[F:21])#[N:2]. The catalyst class is: 59.